Task: Regression. Given a peptide amino acid sequence and an MHC pseudo amino acid sequence, predict their binding affinity value. This is MHC class I binding data.. Dataset: Peptide-MHC class I binding affinity with 185,985 pairs from IEDB/IMGT (1) The peptide sequence is SQFSYKELYV. The MHC is HLA-A02:06 with pseudo-sequence HLA-A02:06. The binding affinity (normalized) is 0.606. (2) The peptide sequence is QWPLSKEKIV. The MHC is Mamu-A01 with pseudo-sequence Mamu-A01. The binding affinity (normalized) is 0.386. (3) The peptide sequence is AIFQSSMTK. The MHC is HLA-B35:01 with pseudo-sequence HLA-B35:01. The binding affinity (normalized) is 0. (4) The peptide sequence is YVDIIGLSV. The MHC is HLA-A69:01 with pseudo-sequence HLA-A69:01. The binding affinity (normalized) is 0.799. (5) The peptide sequence is WRRDNRRGLR. The MHC is Mamu-B03 with pseudo-sequence Mamu-B03. The binding affinity (normalized) is 0.419. (6) The peptide sequence is KLDFIRNTK. The MHC is HLA-A02:01 with pseudo-sequence HLA-A02:01. The binding affinity (normalized) is 0.0847.